Dataset: Full USPTO retrosynthesis dataset with 1.9M reactions from patents (1976-2016). Task: Predict the reactants needed to synthesize the given product. (1) The reactants are: [F:1][C:2]1[CH:3]=[C:4]([C:8]2([CH2:21][CH2:22][CH2:23][N:24]3[CH2:28][CH2:27][CH2:26][CH2:25]3)[CH2:13][CH2:12][N:11]([C:14](OC(C)(C)C)=[O:15])[CH2:10][CH2:9]2)[CH:5]=[CH:6][CH:7]=1.C(O)(C(F)(F)F)=O.[Cl:36][C:37]1[CH:42]=[CH:41][CH:40]=[C:39]([CH3:43])[C:38]=1[S:44]([N:47]([CH2:51][CH2:52][O:53][CH2:54]C(O)=O)[CH:48]1[CH2:50][CH2:49]1)(=[O:46])=[O:45].CCN=C=NCCCN(C)C.C1C=CC2N(O)N=NC=2C=1.CCN(C(C)C)C(C)C. Given the product [Cl:36][C:37]1[CH:42]=[CH:41][CH:40]=[C:39]([CH3:43])[C:38]=1[S:44]([N:47]([CH:48]1[CH2:50][CH2:49]1)[CH2:51][CH2:52][O:53][CH2:54][C:14]([N:11]1[CH2:10][CH2:9][C:8]([C:4]2[CH:5]=[CH:6][CH:7]=[C:2]([F:1])[CH:3]=2)([CH2:21][CH2:22][CH2:23][N:24]2[CH2:25][CH2:26][CH2:27][CH2:28]2)[CH2:13][CH2:12]1)=[O:15])(=[O:46])=[O:45], predict the reactants needed to synthesize it. (2) The reactants are: CNCCNC.Br[C:8]1[C:9]([N+:25]([O-:27])=[O:26])=[C:10]([C:15]([NH:18][C:19](=[O:24])[C:20]([CH3:23])([CH3:22])[CH3:21])=[CH:16][CH:17]=1)[C:11]([O:13][CH3:14])=[O:12].[NH:28]1[CH2:32][CH2:31][CH2:30][C:29]1=[O:33].C(=O)([O-])[O-].[K+].[K+]. Given the product [CH3:21][C:20]([CH3:23])([CH3:22])[C:19]([NH:18][C:15]1[C:10]([C:11]([O:13][CH3:14])=[O:12])=[C:9]([N+:25]([O-:27])=[O:26])[C:8]([N:28]2[CH2:32][CH2:31][CH2:30][C:29]2=[O:33])=[CH:17][CH:16]=1)=[O:24], predict the reactants needed to synthesize it. (3) Given the product [CH2:1]([O:3][C:4](=[O:25])[C:5]1[CH:10]=[C:9]([Cl:26])[C:8]([N:11]2[CH2:16][CH2:15][CH:14]([C:17]([O:19][C:20]([CH3:21])([CH3:23])[CH3:22])=[O:18])[CH2:13][CH2:12]2)=[N:7][C:6]=1[Cl:24])[CH3:2], predict the reactants needed to synthesize it. The reactants are: [CH2:1]([O:3][C:4](=[O:25])[C:5]1[CH:10]=[CH:9][C:8]([N:11]2[CH2:16][CH2:15][CH:14]([C:17]([O:19][C:20]([CH3:23])([CH3:22])[CH3:21])=[O:18])[CH2:13][CH2:12]2)=[N:7][C:6]=1[Cl:24])[CH3:2].[Cl:26]N1C(=O)CCC1=O. (4) Given the product [CH3:15][N:10]1[CH2:9][CH2:8][CH:7]([C:1]2[CH:6]=[CH:5][CH:4]=[CH:3][CH:2]=2)[CH2:12][CH2:11]1, predict the reactants needed to synthesize it. The reactants are: [C:1]1([CH:7]2[CH2:12][CH2:11][NH:10][CH2:9][CH2:8]2)[CH:6]=[CH:5][CH:4]=[CH:3][CH:2]=1.C=O.[C:15](O[BH-](OC(=O)C)OC(=O)C)(=O)C.[Na+].